Dataset: NCI-60 drug combinations with 297,098 pairs across 59 cell lines. Task: Regression. Given two drug SMILES strings and cell line genomic features, predict the synergy score measuring deviation from expected non-interaction effect. (1) Drug 1: CC1=C(N=C(N=C1N)C(CC(=O)N)NCC(C(=O)N)N)C(=O)NC(C(C2=CN=CN2)OC3C(C(C(C(O3)CO)O)O)OC4C(C(C(C(O4)CO)O)OC(=O)N)O)C(=O)NC(C)C(C(C)C(=O)NC(C(C)O)C(=O)NCCC5=NC(=CS5)C6=NC(=CS6)C(=O)NCCC[S+](C)C)O. Synergy scores: CSS=4.74, Synergy_ZIP=-2.26, Synergy_Bliss=3.74, Synergy_Loewe=-2.31, Synergy_HSA=-1.07. Drug 2: CN1C2=C(C=C(C=C2)N(CCCl)CCCl)N=C1CCCC(=O)O.Cl. Cell line: SK-OV-3. (2) Drug 1: C1=CC=C(C=C1)NC(=O)CCCCCCC(=O)NO. Cell line: EKVX. Synergy scores: CSS=-2.67, Synergy_ZIP=1.62, Synergy_Bliss=4.30, Synergy_Loewe=-0.638, Synergy_HSA=-0.343. Drug 2: C(CC(=O)O)C(=O)CN.Cl.